This data is from Full USPTO retrosynthesis dataset with 1.9M reactions from patents (1976-2016). The task is: Predict the reactants needed to synthesize the given product. (1) Given the product [P:50]([OH:52])([OH:56])([O:49][C@@H:47]([C:44]1[N:45]=[CH:46][C:41]([O:40][C:18]2[N:17]=[C:16]([N:12]3[CH2:11][C@H:10]4[CH2:15][C@@H:13]3[CH2:14][C@H:9]4[NH2:8])[C:28]3[C:27]4[C:22](=[C:23]([NH:31][CH3:32])[CH:24]=[C:25]([F:30])[C:26]=4[F:29])[NH:21][C:20]=3[N:19]=2)=[CH:42][N:43]=1)[CH3:48])=[O:51], predict the reactants needed to synthesize it. The reactants are: C(OC([NH:8][C@@H:9]1[CH2:14][C@H:13]2[CH2:15][C@@H:10]1[CH2:11][N:12]2[C:16]1[C:28]2[C:27]3[C:22](=[C:23]([N:31](C)[C:32](=O)OC(C)(C)C)[CH:24]=[C:25]([F:30])[C:26]=3[F:29])[NH:21][C:20]=2[N:19]=[C:18]([O:40][C:41]2[CH:42]=[N:43][C:44]([C@H:47]([O:49][P:50]([O:56]C(C)C)([O:52]C(C)C)=[O:51])[CH3:48])=[N:45][CH:46]=2)[N:17]=1)=O)(C)(C)C. (2) The reactants are: [CH3:1][C:2]1[CH2:6][CH:5]=[C:4]([C:7]([CH3:10])([CH3:9])[CH3:8])[CH:3]=1.[CH:11](=O)[C:12]1[CH:17]=[CH:16][CH:15]=[CH:14][CH:13]=1.[NH4+].[Cl-]. Given the product [C:12]1([CH:11]=[C:5]2[CH:6]=[C:2]([CH3:1])[CH:3]=[C:4]2[C:7]([CH3:10])([CH3:9])[CH3:8])[CH:17]=[CH:16][CH:15]=[CH:14][CH:13]=1, predict the reactants needed to synthesize it. (3) Given the product [NH2:5][C:4]1[C:3]2[CH:6]=[CH:7][CH:8]=[CH:9][C:2]=2[NH:12][N:11]=1, predict the reactants needed to synthesize it. The reactants are: F[C:2]1[CH:9]=[CH:8][CH:7]=[CH:6][C:3]=1[C:4]#[N:5].O.[NH2:11][NH2:12]. (4) Given the product [F:14][CH:2]([F:1])[C:3]1[CH:4]=[C:5]([NH2:11])[C:6]([O:9][CH3:10])=[N:7][CH:8]=1, predict the reactants needed to synthesize it. The reactants are: [F:1][CH:2]([F:14])[C:3]1[CH:4]=[C:5]([N+:11]([O-])=O)[C:6]([O:9][CH3:10])=[N:7][CH:8]=1. (5) Given the product [F:3][C@H:4]1[CH2:21][C@@:19]2([CH3:20])[C@@H:15]([CH2:16][CH2:17][C:18]2=[O:22])[C@H:14]2[C@H:5]1[C:6]1[CH:7]=[CH:8][C:9]([OH:30])=[CH:10][C:11]=1[CH2:12][C@H:13]2[CH2:23][CH2:24][CH2:25][CH2:26][CH:27]([NH:2][CH3:1])[CH3:28], predict the reactants needed to synthesize it. The reactants are: [CH3:1][NH2:2].[F:3][C@H:4]1[CH2:21][C@@:19]2([CH3:20])[C@@H:15]([CH2:16][CH2:17][C:18]2=[O:22])[C@H:14]2[C@H:5]1[C:6]1[CH:7]=[CH:8][C:9]([OH:30])=[CH:10][C:11]=1[CH2:12][C@H:13]2[CH2:23][CH2:24][CH2:25][CH2:26][CH2:27][CH2:28]I. (6) Given the product [CH3:27][N:26]([CH2:28][C:29]1[CH:30]=[C:31]([NH:32][C:2]2[C:3]3[NH:15][N:14]=[CH:13][C:4]=3[N:5]=[C:6]([C:8]3[S:9][CH:10]=[CH:11][CH:12]=3)[N:7]=2)[CH:33]=[CH:34][CH:35]=1)[CH3:25], predict the reactants needed to synthesize it. The reactants are: Cl[C:2]1[C:3]2[C:4](=[CH:13][N:14](CC3C=CC(OC)=CC=3)[N:15]=2)[N:5]=[C:6]([C:8]2[S:9][CH:10]=[CH:11][CH:12]=2)[N:7]=1.[CH3:25][N:26]([CH2:28][C:29]1[CH:30]=[C:31]([CH:33]=[CH:34][CH:35]=1)[NH2:32])[CH3:27].Cl.